Binary Classification. Given a T-cell receptor sequence (or CDR3 region) and an epitope sequence, predict whether binding occurs between them. From a dataset of TCR-epitope binding with 47,182 pairs between 192 epitopes and 23,139 TCRs. (1) The epitope is LPRRSGAAGA. The TCR CDR3 sequence is CASSLYRDRGETQYF. Result: 0 (the TCR does not bind to the epitope). (2) The epitope is VSFIEFVGW. The TCR CDR3 sequence is CASSLVGGQETQYF. Result: 1 (the TCR binds to the epitope). (3) The epitope is LLQTGIHVRVSQPSL. The TCR CDR3 sequence is CASSLTEPGGTDTQYF. Result: 1 (the TCR binds to the epitope).